From a dataset of Retrosynthesis with 50K atom-mapped reactions and 10 reaction types from USPTO. Predict the reactants needed to synthesize the given product. (1) Given the product Cc1ccc(-c2ncccc2C#N)cc1, predict the reactants needed to synthesize it. The reactants are: Cc1ccc(B(O)O)cc1.N#Cc1cccnc1Br. (2) Given the product CCCNc1ccc([N+](=O)[O-])cc1-c1nc2ccc(F)cc2o1, predict the reactants needed to synthesize it. The reactants are: CCCN.O=[N+]([O-])c1ccc(F)c(-c2nc3ccc(F)cc3o2)c1. (3) Given the product CC(=O)Nc1ccc(S(=O)CCCCl)cc1, predict the reactants needed to synthesize it. The reactants are: CC(=O)Nc1ccc(SCCCCl)cc1.O=C(OO)c1cccc(Cl)c1. (4) Given the product O=C(O)C(Cc1ccccc1)C[C@H](NS(=O)(=O)c1ccccc1)C(=O)N1CCC[C@H]1C(=O)OCc1ccccc1, predict the reactants needed to synthesize it. The reactants are: N[C@@H](CC(Cc1ccccc1)C(=O)O)C(=O)N1CCC[C@H]1C(=O)OCc1ccccc1.O=S(=O)(Cl)c1ccccc1. (5) The reactants are: NC(N)=S.O=C(CBr)c1ccccc1. Given the product Nc1nc(-c2ccccc2)cs1, predict the reactants needed to synthesize it. (6) Given the product O=C1c2ccccc2C(=O)N1c1ccn(Cc2cccc(Cl)c2F)n1, predict the reactants needed to synthesize it. The reactants are: Fc1c(Cl)cccc1CBr.O=C1c2ccccc2C(=O)N1c1cc[nH]n1. (7) Given the product COC(=O)[C@H](CCSC)NC(=O)c1ccc(CC(=O)Nc2ccccn2)cc1-c1ccccc1, predict the reactants needed to synthesize it. The reactants are: COC(=O)[C@H](CCSC)NC(=O)c1ccc(CC(=O)O)cc1-c1ccccc1.Nc1ccccn1.